This data is from Catalyst prediction with 721,799 reactions and 888 catalyst types from USPTO. The task is: Predict which catalyst facilitates the given reaction. Reactant: Cl.[Cl:2][C:3]1[C:4]2[CH2:17][CH2:16][N:15]([C@@:18]3([CH3:30])[CH2:22][CH2:21][N:20](C(OC(C)(C)C)=O)[CH2:19]3)[C:5]=2[N:6]=[C:7]([N:9]2[CH2:14][CH2:13][O:12][CH2:11][CH2:10]2)[N:8]=1. Product: [ClH:2].[Cl:2][C:3]1[C:4]2[CH2:17][CH2:16][N:15]([C@@:18]3([CH3:30])[CH2:22][CH2:21][NH:20][CH2:19]3)[C:5]=2[N:6]=[C:7]([N:9]2[CH2:10][CH2:11][O:12][CH2:13][CH2:14]2)[N:8]=1. The catalyst class is: 258.